Dataset: Full USPTO retrosynthesis dataset with 1.9M reactions from patents (1976-2016). Task: Predict the reactants needed to synthesize the given product. (1) Given the product [CH2:1]([N:8]1[CH:12]=[C:11]([C:13]2[CH:18]=[CH:17][N:16]=[C:15]([C:19]3[CH:24]=[C:23]([N:25]4[CH2:30][CH2:29][CH2:28][CH2:27][CH2:26]4)[CH:22]=[CH:21][C:20]=3[NH2:31])[CH:14]=2)[N:10]=[N:9]1)[C:2]1[CH:3]=[CH:4][CH:5]=[CH:6][CH:7]=1, predict the reactants needed to synthesize it. The reactants are: [CH2:1]([N:8]1[CH:12]=[C:11]([C:13]2[CH:18]=[CH:17][N:16]=[C:15]([C:19]3[CH:24]=[C:23]([N:25]4[CH2:30][CH2:29][CH2:28][CH2:27][CH2:26]4)[CH:22]=[CH:21][C:20]=3[N+:31]([O-])=O)[CH:14]=2)[N:10]=[N:9]1)[C:2]1[CH:7]=[CH:6][CH:5]=[CH:4][CH:3]=1. (2) The reactants are: [CH3:1][C:2]([Si:5](Cl)([CH3:7])[CH3:6])([CH3:4])[CH3:3].N1C=CN=C1.[OH:14][CH:15]([C:20]1[CH:25]=[CH:24][C:23]([O:26][CH3:27])=[CH:22][CH:21]=1)[C:16]([O:18][CH3:19])=[O:17].O. Given the product [Si:5]([O:14][CH:15]([C:20]1[CH:21]=[CH:22][C:23]([O:26][CH3:27])=[CH:24][CH:25]=1)[C:16]([O:18][CH3:19])=[O:17])([C:2]([CH3:4])([CH3:3])[CH3:1])([CH3:7])[CH3:6], predict the reactants needed to synthesize it. (3) Given the product [F:52][C:49]1[CH:48]=[CH:47][C:46]([C:45]2[C:39]3[O:38][CH:37]([CH2:36][NH2:33])[CH2:41][C:40]=3[CH:42]=[CH:43][CH:44]=2)=[CH:51][CH:50]=1, predict the reactants needed to synthesize it. The reactants are: CC1C=CC(S(OCC2CC3C=CC=C(C4C=CC(F)=CC=4)C=3O2)(=O)=O)=CC=1.[N-]=[N+]=[N-].[Na+].[N:33]([CH2:36][CH:37]1[CH2:41][C:40]2[CH:42]=[CH:43][CH:44]=[C:45]([C:46]3[CH:51]=[CH:50][C:49]([F:52])=[CH:48][CH:47]=3)[C:39]=2[O:38]1)=[N+]=[N-].[N-]=[N+]=[N-]. (4) Given the product [CH:1]1([N:4]([CH:20]2[CH2:25][CH2:24][NH:23][CH2:22][CH2:21]2)[C:5]([C:7]2[CH:12]=[N:11][C:10]([N:13]3[CH:17]=[CH:16][N:15]=[C:14]3[CH3:18])=[N:9][CH:8]=2)=[O:6])[CH2:3][CH2:2]1, predict the reactants needed to synthesize it. The reactants are: [CH:1]1([N:4]([CH:20]2[CH2:25][CH2:24][NH:23][CH2:22][CH2:21]2)[C:5]([C:7]2[CH:8]=[N:9][C:10]([N:13]3[CH:17]=[CH:16][N:15]=[C:14]3[CH2:18]C)=[N:11][CH:12]=2)=[O:6])[CH2:3][CH2:2]1.CC1NC=CN=1. (5) Given the product [C:26]([O:25][C:23]([N:17]1[CH2:22][CH2:21][N:20]([C:12](=[O:14])[C:11]2[CH:10]=[CH:9][C:8]([C:5]3[CH:4]=[CH:3][N:2]=[CH:7][CH:6]=3)=[CH:16][CH:15]=2)[CH2:19][CH2:18]1)=[O:24])([CH3:29])([CH3:27])[CH3:28], predict the reactants needed to synthesize it. The reactants are: Cl.[N:2]1[CH:7]=[CH:6][C:5]([C:8]2[CH:16]=[CH:15][C:11]([C:12]([OH:14])=O)=[CH:10][CH:9]=2)=[CH:4][CH:3]=1.[N:17]1([C:23]([O:25][C:26]([CH3:29])([CH3:28])[CH3:27])=[O:24])[CH2:22][CH2:21][NH:20][CH2:19][CH2:18]1.ON1C2C=CC=CC=2N=N1.CN1CCOCC1.Cl.CN(C)CCCN=C=NCC. (6) Given the product [CH:1]1([N:7]2[CH2:11][C@@H:10]([C:12]3[CH:17]=[CH:16][CH:15]=[CH:14][CH:13]=3)[N:9]([CH:18]3[CH2:23][CH2:22][N:21]([CH2:35][C:36]4[CH:37]=[CH:38][C:39]([O:42][C:43]5[CH:50]=[CH:49][C:46]([C:47]#[N:48])=[CH:45][CH:44]=5)=[N:40][CH:41]=4)[CH2:20][CH2:19]3)[C:8]2=[O:24])[CH2:2][CH2:3][CH2:4][CH2:5][CH2:6]1, predict the reactants needed to synthesize it. The reactants are: [CH:1]1([N:7]2[CH2:11][C@@H:10]([C:12]3[CH:17]=[CH:16][CH:15]=[CH:14][CH:13]=3)[N:9]([CH:18]3[CH2:23][CH2:22][NH:21][CH2:20][CH2:19]3)[C:8]2=[O:24])[CH2:6][CH2:5][CH2:4][CH2:3][CH2:2]1.C(N(C(C)C)CC)(C)C.Br[CH2:35][C:36]1[CH:37]=[CH:38][C:39]([O:42][C:43]2[CH:50]=[CH:49][C:46]([C:47]#[N:48])=[CH:45][CH:44]=2)=[N:40][CH:41]=1. (7) Given the product [N+:31]([C:24]1[C:25]2[C:30](=[CH:29][CH:28]=[CH:27][CH:26]=2)[C:21]([O:8][C:4]2[N:5]=[CH:6][N:7]=[C:2]([NH2:1])[CH:3]=2)=[CH:22][CH:23]=1)([O-:33])=[O:32], predict the reactants needed to synthesize it. The reactants are: [NH2:1][C:2]1[N:7]=[CH:6][NH:5][C:4](=[O:8])[CH:3]=1.C1CCN2C(=NCCC2)CC1.F[C:21]1[C:30]2[C:25](=[CH:26][CH:27]=[CH:28][CH:29]=2)[C:24]([N+:31]([O-:33])=[O:32])=[CH:23][CH:22]=1. (8) Given the product [C:1]([C:3]1[CH:8]=[CH:7][CH:6]=[CH:5][C:4]=1[C:9]1[C:10](=[O:29])[N:11]([C:21]2[CH:26]=[CH:25][CH:24]=[C:23]([CH2:27][OH:28])[CH:22]=2)[CH:12]=[C:13]([C:15]2[CH:20]=[CH:19][CH:18]=[CH:17][N:16]=2)[CH:14]=1)#[N:2], predict the reactants needed to synthesize it. The reactants are: [C:1]([C:3]1[CH:8]=[CH:7][CH:6]=[CH:5][C:4]=1[C:9]1[C:10](=[O:29])[N:11]([C:21]2[CH:26]=[CH:25][CH:24]=[C:23]([CH:27]=[O:28])[CH:22]=2)[CH:12]=[C:13]([C:15]2[CH:20]=[CH:19][CH:18]=[CH:17][N:16]=2)[CH:14]=1)#[N:2].[BH4-].[Na+].